Dataset: M1 muscarinic receptor antagonist screen with 61,756 compounds. Task: Binary Classification. Given a drug SMILES string, predict its activity (active/inactive) in a high-throughput screening assay against a specified biological target. (1) The drug is Clc1c(NC(=O)COC(=O)/C=C(/C)C)ccc(F)c1. The result is 0 (inactive). (2) The molecule is Fc1c(Cn2nnc3c(N4CCC5(OCCO5)CC4)nc(nc23)C)cccc1. The result is 0 (inactive). (3) The drug is S(c1n(c(nn1)c1oc2c(c1)cccc2)CC=C)CC(=O)c1ccccc1. The result is 0 (inactive). (4) The molecule is S(c1n(Cc2occc2)c(nn1)c1ncccc1)CC(=O)Nc1c(OCC)cccc1. The result is 0 (inactive). (5) The compound is OC1(CCCCC1)C#Cc1ccc(C(=O)N2CCOCC2)cc1. The result is 0 (inactive). (6) The drug is O=C1Nc2c(N3C1CCC3)ccc(c2)C(OC)=O. The result is 0 (inactive). (7) The compound is S(c1n(nnn1)c1cc2OCOc2cc1)CC(=O)NCc1ccccc1. The result is 0 (inactive). (8) The molecule is O=c1n(CCN2CCCC2)cnc2c1[nH]c1c2ccc(OC)c1. The result is 0 (inactive).